Dataset: Full USPTO retrosynthesis dataset with 1.9M reactions from patents (1976-2016). Task: Predict the reactants needed to synthesize the given product. Given the product [NH2:7][C:8]([CH3:10])([CH3:9])[C:11]([NH:12][C@H:13]([CH2:34][O:35][CH2:36][C:37]1[CH:38]=[CH:39][C:40]([F:43])=[CH:41][CH:42]=1)[C:14]([N:16]1[CH2:33][CH2:32][CH2:31][C:18]2([C:22](=[O:23])[N:21]([CH3:24])[CH2:20][CH:19]2[C:25]2[CH:30]=[CH:29][CH:28]=[CH:27][CH:26]=2)[CH2:17]1)=[O:15])=[O:44], predict the reactants needed to synthesize it. The reactants are: C(OC(=O)[NH:7][C:8]([C:11](=[O:44])[NH:12][C@H:13]([CH2:34][O:35][CH2:36][C:37]1[CH:42]=[CH:41][C:40]([F:43])=[CH:39][CH:38]=1)[C:14]([N:16]1[CH2:33][CH2:32][CH2:31][C:18]2([C:22](=[O:23])[N:21]([CH3:24])[CH2:20][CH:19]2[C:25]2[CH:30]=[CH:29][CH:28]=[CH:27][CH:26]=2)[CH2:17]1)=[O:15])([CH3:10])[CH3:9])(C)(C)C.C(O)(C(F)(F)F)=O.